From a dataset of Full USPTO retrosynthesis dataset with 1.9M reactions from patents (1976-2016). Predict the reactants needed to synthesize the given product. (1) Given the product [C:21]([O:11][C@@H:7]1[CH2:6][C@H:5]([C:12]2[CH:17]=[CH:16][N:15]=[CH:14][C:13]=2[N+:18]([O-:20])=[O:19])[O:4][C@H:3]([CH2:1][CH3:2])[C@:8]1([OH:9])[CH3:10])(=[O:23])[CH3:22], predict the reactants needed to synthesize it. The reactants are: [CH2:1]([C@@H:3]1[C@@:8]([CH3:10])([OH:9])[C@H:7]([OH:11])[CH2:6][C@H:5]([C:12]2[CH:17]=[CH:16][N:15]=[CH:14][C:13]=2[N+:18]([O-:20])=[O:19])[O:4]1)[CH3:2].[C:21](OC(=O)C)(=[O:23])[CH3:22]. (2) The reactants are: [CH2:1]([C:4]1[CH2:5][C@@H:6]2[C@H:9]([CH:10]=1)[C@@:8]([CH2:15][C:16]([O:18]C(C)(C)C)=[O:17])([CH2:11][N+:12]([O-])=O)[CH2:7]2)[CH2:2][CH3:3].[Cl-].[NH4+]. Given the product [NH2:12][CH2:11][C@@:8]1([CH2:15][C:16]([OH:18])=[O:17])[CH2:7][C@H:6]2[C@@H:9]1[CH:10]=[C:4]([CH2:1][CH2:2][CH3:3])[CH2:5]2, predict the reactants needed to synthesize it. (3) The reactants are: [C:1]([C:5]1[CH:9]=[C:8]([NH:10][C:11](=[O:18])[O:12][CH2:13][C:14]([Cl:17])([Cl:16])[Cl:15])[N:7]([C:19]2[CH:24]=[CH:23][CH:22]=[C:21]([N+:25]([O-])=O)[CH:20]=2)[N:6]=1)([CH3:4])([CH3:3])[CH3:2].[CH3:28][C:29](OC(C)=O)=[O:30]. Given the product [C:29]([NH:25][C:21]1[CH:20]=[C:19]([N:7]2[C:8]([NH:10][C:11](=[O:18])[O:12][CH2:13][C:14]([Cl:17])([Cl:16])[Cl:15])=[CH:9][C:5]([C:1]([CH3:4])([CH3:3])[CH3:2])=[N:6]2)[CH:24]=[CH:23][CH:22]=1)(=[O:30])[CH3:28], predict the reactants needed to synthesize it. (4) Given the product [CH3:19][C:20]1[CH2:18][C:17](=[O:16])[N:12]([C:9]2[CH:8]=[CH:7][C:6]([N+:3]([O-:5])=[O:4])=[CH:11][CH:10]=2)[N:13]=1, predict the reactants needed to synthesize it. The reactants are: Cl.Cl.[N+:3]([C:6]1[CH:11]=[CH:10][C:9]([NH:12][NH2:13])=[CH:8][CH:7]=1)([O-:5])=[O:4].C([O:16][CH2:17][CH3:18])C.[C:19](O)(=O)[CH3:20]. (5) Given the product [CH2:1]([N:8]1[C@H:9]([CH3:15])[CH2:10][N:11]([C:17]2[CH:24]=[CH:23][C:20]([C:21]#[N:22])=[C:19]([C:25]([F:26])([F:28])[F:27])[CH:18]=2)[C@@H:12]([CH3:14])[CH2:13]1)[C:2]1[CH:7]=[CH:6][CH:5]=[CH:4][CH:3]=1, predict the reactants needed to synthesize it. The reactants are: [CH2:1]([N:8]1[CH2:13][C@H:12]([CH3:14])[NH:11][CH2:10][C@H:9]1[CH3:15])[C:2]1[CH:7]=[CH:6][CH:5]=[CH:4][CH:3]=1.F[C:17]1[CH:24]=[CH:23][C:20]([C:21]#[N:22])=[C:19]([C:25]([F:28])([F:27])[F:26])[CH:18]=1.